From a dataset of Catalyst prediction with 721,799 reactions and 888 catalyst types from USPTO. Predict which catalyst facilitates the given reaction. (1) Reactant: [NH2:1][CH2:2][C:3]1[CH:4]=[C:5]([NH:9][C:10](=[O:16])[O:11][C:12]([CH3:15])([CH3:14])[CH3:13])[CH:6]=[CH:7][CH:8]=1.C(N(CC)CC)C.[N+:24]([C:27]1[CH:28]=[C:29]([CH:33]=[CH:34][CH:35]=1)[C:30](Cl)=[O:31])([O-:26])=[O:25].C([O-])([O-])=O.[Na+].[Na+]. Product: [N+:24]([C:27]1[CH:28]=[C:29]([CH:33]=[CH:34][CH:35]=1)[C:30]([NH:1][CH2:2][C:3]1[CH:4]=[C:5]([NH:9][C:10](=[O:16])[O:11][C:12]([CH3:13])([CH3:15])[CH3:14])[CH:6]=[CH:7][CH:8]=1)=[O:31])([O-:26])=[O:25]. The catalyst class is: 7. (2) Reactant: [CH3:1][O:2][C:3]([C:5]1[CH2:6][N:7]([C:21]([O:23][C:24]([CH3:27])([CH3:26])[CH3:25])=[O:22])[CH2:8][CH2:9][C:10]=1[C:11]1[CH:16]=[CH:15][C:14]([CH2:17][CH2:18][CH2:19][OH:20])=[CH:13][CH:12]=1)=[O:4].[Cl:28][C:29]1[CH:34]=[CH:33][CH:32]=[CH:31][C:30]=1O.C(P(CCCC)CCCC)CCC.CCN(C(C)C)C(C)C. Product: [CH3:1][O:2][C:3]([C:5]1[CH2:6][N:7]([C:21]([O:23][C:24]([CH3:27])([CH3:26])[CH3:25])=[O:22])[CH2:8][CH2:9][C:10]=1[C:11]1[CH:16]=[CH:15][C:14]([CH2:17][CH2:18][CH2:19][O:20][C:30]2[CH:31]=[CH:32][CH:33]=[CH:34][C:29]=2[Cl:28])=[CH:13][CH:12]=1)=[O:4]. The catalyst class is: 260. (3) Reactant: O1CCOCC1.[ClH:7].C(OC(=O)[NH:14][C@H:15]([C:19]([N:21]1[CH2:26][CH2:25][CH:24]([O:27][C:28]2[CH:33]=[CH:32][C:31]([F:34])=[CH:30][C:29]=2[F:35])[CH2:23][CH2:22]1)=[O:20])[CH:16]([CH3:18])[CH3:17])(C)(C)C. Product: [ClH:7].[F:35][C:29]1[CH:30]=[C:31]([F:34])[CH:32]=[CH:33][C:28]=1[O:27][CH:24]1[CH2:25][CH2:26][N:21]([C:19](=[O:20])[C@@H:15]([NH2:14])[CH:16]([CH3:18])[CH3:17])[CH2:22][CH2:23]1. The catalyst class is: 12.